From a dataset of Full USPTO retrosynthesis dataset with 1.9M reactions from patents (1976-2016). Predict the reactants needed to synthesize the given product. (1) Given the product [CH2:25]([N:32]([CH2:42][C:43]1[CH:44]=[CH:45][CH:46]=[CH:47][CH:48]=1)[CH:33]([CH3:41])[C:34]([O:36][C:37]([CH3:40])([CH3:39])[CH3:38])=[O:35])[C:26]1[CH:27]=[CH:28][CH:29]=[CH:30][CH:31]=1.[C:60]([Si:57]([CH3:59])([CH3:58])[O:64][C@H:65]1[C@@H:69]([O:70][Si:71]([C:74]([CH3:75])([CH3:77])[CH3:76])([CH3:72])[CH3:73])[C@H:68]([N:78]2[CH:83]=[CH:82][C:81](=[O:84])[N:80]([CH2:85][C:86]3[CH:87]=[CH:88][C:89]([O:92][CH3:93])=[CH:90][CH:91]=3)[C:79]2=[O:94])[O:67][C@@H:66]1[C@@H:95]([OH:96])[C@H:33]([N:32]([CH2:25][C:26]1[CH:27]=[CH:28][CH:29]=[CH:30][CH:31]=1)[CH2:42][C:43]1[CH:44]=[CH:45][CH:46]=[CH:47][CH:48]=1)[C:34]([O:36][C:37]([CH3:40])([CH3:39])[CH3:38])=[O:35])([CH3:61])([CH3:62])[CH3:63], predict the reactants needed to synthesize it. The reactants are: BrCC(OC(C)(C)C)=O.C(NCC1C=CC=CC=1)C1C=CC=CC=1.[CH2:25]([N:32]([CH2:42][C:43]1[CH:48]=[CH:47][CH:46]=[CH:45][CH:44]=1)[CH:33]([CH3:41])[C:34]([O:36][C:37]([CH3:40])([CH3:39])[CH3:38])=[O:35])[C:26]1[CH:31]=[CH:30][CH:29]=[CH:28][CH:27]=1.C([N-]C(C)C)(C)C.[Li+].[Si:57]([O:64][C@H:65]1[C@@H:69]([O:70][Si:71]([C:74]([CH3:77])([CH3:76])[CH3:75])([CH3:73])[CH3:72])[C@H:68]([N:78]2[CH:83]=[CH:82][C:81](=[O:84])[N:80]([CH2:85][C:86]3[CH:91]=[CH:90][C:89]([O:92][CH3:93])=[CH:88][CH:87]=3)[C:79]2=[O:94])[O:67][C@H:66]1[CH:95]=[O:96])([C:60]([CH3:63])([CH3:62])[CH3:61])([CH3:59])[CH3:58]. (2) Given the product [Cl:19][C:20]1[CH:25]=[CH:24][CH:23]=[C:22]([Cl:26])[C:21]=1[NH:1][C:2]1[CH:7]=[CH:6][CH:5]=[CH:4][C:3]=1[CH2:8][S:9]([NH:12][CH2:13][CH2:14][O:15][CH2:16][CH2:17][OH:18])(=[O:11])=[O:10], predict the reactants needed to synthesize it. The reactants are: [NH2:1][C:2]1[CH:7]=[CH:6][CH:5]=[CH:4][C:3]=1[CH2:8][S:9]([NH:12][CH2:13][CH2:14][O:15][CH2:16][CH2:17][OH:18])(=[O:11])=[O:10].[Cl:19][C:20]1[CH:25]=[CH:24][CH:23]=[C:22]([Cl:26])[C:21]=1Br.C([O-])([O-])=O.[K+].[K+].CC1(C)C2C(=C(P(C3C=CC=CC=3)C3C=CC=CC=3)C=CC=2)OC2C(P(C3C=CC=CC=3)C3C=CC=CC=3)=CC=CC1=2. (3) Given the product [F:3][C:4]1[CH:5]=[C:6]([CH:19]=[CH:20][CH:21]=1)[O:7][C:8]1[N:9]=[CH:10][C:11]([CH2:14][C:15]([Cl:31])=[N:16][OH:17])=[CH:12][CH:13]=1, predict the reactants needed to synthesize it. The reactants are: CO.[F:3][C:4]1[CH:5]=[C:6]([CH:19]=[CH:20][CH:21]=1)[O:7][C:8]1[CH:13]=[CH:12][C:11]([CH2:14][CH2:15][N+:16]([O-])=[O:17])=[CH:10][N:9]=1.C[O-].[Li+].O1CCCC1.C(Cl)[Cl:31]. (4) Given the product [Br:15][C:16]1[C:17]([CH3:25])=[C:18]([CH:22]=[CH:23][CH:24]=1)[C:19]([NH:35][CH:28]([C:29]1[CH:34]=[CH:33][CH:32]=[CH:31][CH:30]=1)[C:27]([CH3:36])([N:37]1[CH2:38][CH2:39][CH2:40][CH2:41]1)[CH3:26])=[O:21], predict the reactants needed to synthesize it. The reactants are: C(Cl)CCl.C1C=NC2N(O)N=NC=2C=1.[Br:15][C:16]1[C:17]([CH3:25])=[C:18]([CH:22]=[CH:23][CH:24]=1)[C:19]([OH:21])=O.[CH3:26][C:27]([N:37]1[CH2:41][CH2:40][CH2:39][CH2:38]1)([CH3:36])[CH:28]([NH2:35])[C:29]1[CH:34]=[CH:33][CH:32]=[CH:31][CH:30]=1.[N-]=C=O. (5) Given the product [Br:1][C:2]1[CH:3]=[C:4]2[C:9](=[CH:10][CH:11]=1)[CH2:8][C@@H:7]([NH:12][C:13](=[O:21])[C:14]1[CH:15]=[CH:16][C:17]([O:20][CH2:27][C@@H:23]3[CH2:24][CH2:25][CH2:26][O:22]3)=[CH:18][CH:19]=1)[CH2:6][CH2:5]2, predict the reactants needed to synthesize it. The reactants are: [Br:1][C:2]1[CH:3]=[C:4]2[C:9](=[CH:10][CH:11]=1)[CH2:8][C@@H:7]([NH:12][C:13](=[O:21])[C:14]1[CH:19]=[CH:18][C:17]([OH:20])=[CH:16][CH:15]=1)[CH2:6][CH2:5]2.[O:22]1[CH2:26][CH2:25][CH2:24][C@H:23]1[CH2:27]OS(C)(=O)=O. (6) Given the product [Br:30][C:9]1[CH:10]=[C:11]([CH:14]2[CH2:19][NH:18][S:17](=[O:21])(=[O:20])[NH:16][CH2:15]2)[CH:12]=[CH:13][C:8]=1[NH2:7], predict the reactants needed to synthesize it. The reactants are: C(OC(=O)[NH:7][C:8]1[CH:13]=[CH:12][C:11]([CH:14]2[CH2:19][NH:18][S:17](=[O:21])(=[O:20])[NH:16][CH2:15]2)=[CH:10][CH:9]=1)(C)(C)C.C1C(=O)N([Br:30])C(=O)C1. (7) The reactants are: Cl[C:2]1[CH:3]=[CH:4][N:5]2[C:10]([C:11]=1[CH3:12])=[C:9]([CH:13]1[CH2:15][CH2:14]1)[CH:8]=[C:7]([C:16]([O:18][CH3:19])=[O:17])[C:6]2=[O:20].CC1(C)C(C)(C)OB([C:29]2[CH:30]=[C:31]3[C:35](=[CH:36][CH:37]=2)[NH:34][N:33]=[C:32]3[NH2:38])O1. Given the product [NH2:38][C:32]1[C:31]2[C:35](=[CH:36][CH:37]=[C:29]([C:2]3[CH:3]=[CH:4][N:5]4[C:10]([C:11]=3[CH3:12])=[C:9]([CH:13]3[CH2:15][CH2:14]3)[CH:8]=[C:7]([C:16]([O:18][CH3:19])=[O:17])[C:6]4=[O:20])[CH:30]=2)[NH:34][N:33]=1, predict the reactants needed to synthesize it.